The task is: Predict the product of the given reaction.. This data is from Forward reaction prediction with 1.9M reactions from USPTO patents (1976-2016). (1) Given the reactants C[O:2][C:3]([C:5]1[C:14]2[C:9](=[C:10]([O:15][CH3:16])[CH:11]=[CH:12][CH:13]=2)[CH:8]=[CH:7][CH:6]=1)=[O:4].[OH-].[Na+], predict the reaction product. The product is: [CH3:16][O:15][C:10]1[CH:11]=[CH:12][CH:13]=[C:14]2[C:9]=1[CH:8]=[CH:7][CH:6]=[C:5]2[C:3]([OH:4])=[O:2]. (2) Given the reactants C(OC([NH:8][C@@H:9]([CH3:71])[C:10]([NH:12][CH2:13][CH2:14][C:15]([O:17][CH2:18][C@H:19]([CH2:38][O:39][C:40]1[CH:45]=[CH:44][C:43]([C:46]2[C:51]([C:52]#[N:53])=[C:50]([S:54][CH2:55][C:56]3[N:57]=[C:58]([C:61]4[CH:66]=[CH:65][C:64]([Cl:67])=[CH:63][CH:62]=4)[O:59][CH:60]=3)[N:49]=[C:48]([NH2:68])[C:47]=2[C:69]#[N:70])=[CH:42][CH:41]=1)[O:20][C:21](=[O:37])[CH2:22][CH2:23][NH:24][C:25](=[O:36])[C@H:26]([CH3:35])[NH:27]C(=O)OC(C)(C)C)=[O:16])=[O:11])=O)(C)(C)C.[ClH:72], predict the reaction product. The product is: [ClH:67].[ClH:72].[NH2:8][C@@H:9]([CH3:71])[C:10]([NH:12][CH2:13][CH2:14][C:15]([O:17][CH2:18][C@@H:19]([O:20][C:21](=[O:37])[CH2:22][CH2:23][NH:24][C:25](=[O:36])[C@@H:26]([NH2:27])[CH3:35])[CH2:38][O:39][C:40]1[CH:45]=[CH:44][C:43]([C:46]2[C:51]([C:52]#[N:53])=[C:50]([S:54][CH2:55][C:56]3[N:57]=[C:58]([C:61]4[CH:62]=[CH:63][C:64]([Cl:67])=[CH:65][CH:66]=4)[O:59][CH:60]=3)[N:49]=[C:48]([NH2:68])[C:47]=2[C:69]#[N:70])=[CH:42][CH:41]=1)=[O:16])=[O:11]. (3) The product is: [F:19][C:16]([F:17])([F:18])[C:13]1[N:14]=[CH:15][C:10]2[CH2:9][NH:8][CH2:21][CH2:20][C:11]=2[N:12]=1. Given the reactants C(OC([N:8]1[CH2:21][CH2:20][C:11]2[N:12]=[C:13]([C:16]([F:19])([F:18])[F:17])[N:14]=[CH:15][C:10]=2[CH2:9]1)=O)(C)(C)C.FC(F)(F)C(O)=O, predict the reaction product. (4) Given the reactants [CH3:1][C@H:2]1[CH2:11][NH:10][C:9]2[C:4](=[CH:5][CH:6]=[C:7]([B:12]3[O:16][C:15]([CH3:18])([CH3:17])[C:14]([CH3:20])([CH3:19])[O:13]3)[CH:8]=2)[N:3]1[C:21](=[O:23])[CH3:22].C(N(CC)C(C)C)(C)C.[O:33]1[CH:37]=[CH:36][CH:35]=[C:34]1[C:38](Cl)=[O:39], predict the reaction product. The product is: [O:33]1[CH:37]=[CH:36][CH:35]=[C:34]1[C:38]([N:10]1[C:9]2[C:4](=[CH:5][CH:6]=[C:7]([B:12]3[O:16][C:15]([CH3:17])([CH3:18])[C:14]([CH3:20])([CH3:19])[O:13]3)[CH:8]=2)[N:3]([C:21](=[O:23])[CH3:22])[C@@H:2]([CH3:1])[CH2:11]1)=[O:39]. (5) Given the reactants [N:1]1[CH:6]=[CH:5][CH:4]=[C:3]([CH:7]([CH3:10])C=O)[CH:2]=1.[C:11]([O:15][C:16](=[O:37])[NH:17][CH:18]([C:28]([N:30]1[CH2:35][CH2:34][CH:33]([CH3:36])[CH2:32][CH2:31]1)=[O:29])CCC1C=CC=CC=1Cl)([CH3:14])([CH3:13])[CH3:12].ClC1C=CC=CC=1C=CC=O, predict the reaction product. The product is: [C:11]([O:15][C:16](=[O:37])[NH:17][CH:18]([C:28]([N:30]1[CH2:35][CH2:34][CH:33]([CH3:36])[CH2:32][CH2:31]1)=[O:29])[CH2:10][CH2:7][C:3]1[CH:2]=[N:1][CH:6]=[CH:5][CH:4]=1)([CH3:14])([CH3:12])[CH3:13].